This data is from M1 muscarinic receptor antagonist screen with 61,756 compounds. The task is: Binary Classification. Given a drug SMILES string, predict its activity (active/inactive) in a high-throughput screening assay against a specified biological target. (1) The drug is O1C(CN(CC1C)C(=O)CCn1c2c(oc1=O)cccc2)C. The result is 0 (inactive). (2) The molecule is O1CCN(CCN(Cc2cc3CCCN(c3cc2)CC)C(=O)Nc2ccc(OCC)cc2)CC1. The result is 0 (inactive). (3) The molecule is O=C(NC1CCN(CC1)c1nc(cc(c1C#N)C)C)C(NC(=O)C)Cc1c(OC)ccc(OC)c1. The result is 0 (inactive). (4) The compound is S(=O)(=O)(N1CCC(CC1)C(=O)N1CCC(CC1)C(OCC)=O)N1CCCC1. The result is 0 (inactive). (5) The molecule is Brc1ccc(/C(=C2/SC(N3CCCC3)=NC2=O)C)cc1. The result is 0 (inactive). (6) The molecule is O=c1[nH]c2c(cc1CN(C1CCCC1)Cc1n(nnn1)C(CC)(C)C)cc(OC)cc2. The result is 0 (inactive). (7) The drug is S(=O)(=O)(NCCC)c1ccc(OCC(=O)N2CCN(CC2)Cc2cc3OCOc3cc2)cc1. The result is 0 (inactive). (8) The molecule is o1nc(c2c1CC(C\C2=N\O)c1ccccc1)CC. The result is 0 (inactive).